From a dataset of Forward reaction prediction with 1.9M reactions from USPTO patents (1976-2016). Predict the product of the given reaction. (1) Given the reactants COC1C=CC(OC)=CC=1S([NH:14][C@H]1CN(C(OC(C)(C)C)=O)[C@@H](C)C1)(=O)=O.[Br:28][C:29]1[CH:34]=[CH:33][C:32]([C:35]([F:38])([F:37])[F:36])=[CH:31][C:30]=1[S:39]([NH:42][C@H:43]1[CH2:47][N:46]([C:48](OC(C)(C)C)=O)[C@@H:45]([CH3:55])[CH2:44]1)(=[O:41])=[O:40], predict the reaction product. The product is: [Br:28][C:29]1[CH:34]=[CH:33][C:32]([C:35]([F:38])([F:37])[F:36])=[CH:31][C:30]=1[S:39]([NH:42][C@@H:43]1[CH2:44][C@H:45]([CH3:55])[N:46]([C:48]#[N:14])[CH2:47]1)(=[O:40])=[O:41]. (2) Given the reactants C(O)(=O)C.Cl[C:6]1[N:11]=[C:10]([CH3:12])[CH:9]=[CH:8][N:7]=1.[Br:13][C:14]1[CH:15]=[C:16]([CH:18]=[C:19]([CH3:21])[CH:20]=1)[NH2:17], predict the reaction product. The product is: [Br:13][C:14]1[CH:15]=[C:16]([NH:17][C:6]2[N:11]=[C:10]([CH3:12])[CH:9]=[CH:8][N:7]=2)[CH:18]=[C:19]([CH3:21])[CH:20]=1. (3) Given the reactants [Si]([O:8][C@H:9]([C:54]1[CH:63]=[CH:62][C:61]([OH:64])=[C:60]2[C:55]=1[CH:56]=[CH:57][C:58](=[O:65])[NH:59]2)[CH2:10][NH:11][CH2:12][C:13]1[CH:18]=[CH:17][C:16]([NH:19][C:20]([CH2:22][CH2:23][CH2:24][CH2:25][N:26]([CH3:53])[C:27]([CH2:29][CH2:30][N:31]2[CH2:36][CH2:35][CH:34]([O:37][C:38](=[O:52])[NH:39][C:40]3[CH:45]=[CH:44][CH:43]=[CH:42][C:41]=3[C:46]3[CH:51]=[CH:50][CH:49]=[CH:48][CH:47]=3)[CH2:33][CH2:32]2)=[O:28])=[O:21])=[CH:15][CH:14]=1)(C(C)(C)C)(C)C.[FH:66].F.F.C(N(CC)CC)C.CCOC(C)=O, predict the reaction product. The product is: [FH:66].[FH:66].[OH:8][C@H:9]([C:54]1[CH:63]=[CH:62][C:61]([OH:64])=[C:60]2[C:55]=1[CH:56]=[CH:57][C:58](=[O:65])[NH:59]2)[CH2:10][NH:11][CH2:12][C:13]1[CH:14]=[CH:15][C:16]([NH:19][C:20]([CH2:22][CH2:23][CH2:24][CH2:25][N:26]([CH3:53])[C:27]([CH2:29][CH2:30][N:31]2[CH2:36][CH2:35][CH:34]([O:37][C:38](=[O:52])[NH:39][C:40]3[CH:45]=[CH:44][CH:43]=[CH:42][C:41]=3[C:46]3[CH:51]=[CH:50][CH:49]=[CH:48][CH:47]=3)[CH2:33][CH2:32]2)=[O:28])=[O:21])=[CH:17][CH:18]=1. (4) Given the reactants [OH:1][C:2]1[CH:3]=[C:4]([CH:19]=[CH:20][CH:21]=1)[CH2:5][NH:6][C:7]([C:9]1[CH:10]=[C:11]2[C:16](=[CH:17][CH:18]=1)[N:15]=[CH:14][CH:13]=[CH:12]2)=[O:8].ClCCl.C(N(CC)CC)C.[N+:32]([C:35]1[CH:40]=[CH:39][C:38](B(O)O)=[CH:37][CH:36]=1)([O-:34])=[O:33], predict the reaction product. The product is: [N+:32]([C:35]1[CH:40]=[CH:39][C:38]([O:1][C:2]2[CH:3]=[C:4]([CH:19]=[CH:20][CH:21]=2)[CH2:5][NH:6][C:7]([C:9]2[CH:10]=[C:11]3[C:16](=[CH:17][CH:18]=2)[N:15]=[CH:14][CH:13]=[CH:12]3)=[O:8])=[CH:37][CH:36]=1)([O-:34])=[O:33]. (5) Given the reactants [NH2:1][CH2:2][CH2:3][CH:4]([C:6]1[O:7][C:8](/[CH:11]=[CH:12]/[CH:13]2[CH2:18][CH2:17][CH2:16][CH2:15][CH2:14]2)=[CH:9][CH:10]=1)[OH:5].[F:19][C:20]([F:27])([F:26])[C:21](OCC)=[O:22], predict the reaction product. The product is: [CH:13]1(/[CH:12]=[CH:11]/[C:8]2[O:7][C:6]([CH:4]([OH:5])[CH2:3][CH2:2][NH:1][C:21](=[O:22])[C:20]([F:27])([F:26])[F:19])=[CH:10][CH:9]=2)[CH2:18][CH2:17][CH2:16][CH2:15][CH2:14]1.